This data is from TCR-epitope binding with 47,182 pairs between 192 epitopes and 23,139 TCRs. The task is: Binary Classification. Given a T-cell receptor sequence (or CDR3 region) and an epitope sequence, predict whether binding occurs between them. (1) The epitope is CINGVCWTV. The TCR CDR3 sequence is CASSWVSLDTQYF. Result: 0 (the TCR does not bind to the epitope). (2) The epitope is PKYVKQNTLKLAT. The TCR CDR3 sequence is CASSKKLDSFSYEQYF. Result: 1 (the TCR binds to the epitope). (3) The epitope is KLSYGIATV. The TCR CDR3 sequence is CASSQEAPGLAQKLFF. Result: 1 (the TCR binds to the epitope). (4) The epitope is LLQTGIHVRVSQPSL. The TCR CDR3 sequence is CASSLSRSRRNTIYF. Result: 1 (the TCR binds to the epitope). (5) The epitope is LLSAGIFGA. The TCR CDR3 sequence is CASSQEDQGSYNSPLHF. Result: 1 (the TCR binds to the epitope). (6) The epitope is RLRPGGKKR. The TCR CDR3 sequence is CASSLLGASYEQYF. Result: 0 (the TCR does not bind to the epitope). (7) The epitope is ISPRTLNAW. The TCR CDR3 sequence is CASSLGLDETQYF. Result: 1 (the TCR binds to the epitope). (8) The epitope is RIFTIGTVTLK. The TCR CDR3 sequence is CSVLTIYEQYF. Result: 0 (the TCR does not bind to the epitope). (9) The epitope is AMFWSVPTV. The TCR CDR3 sequence is CASVRHRGQDTGELFF. Result: 0 (the TCR does not bind to the epitope).